Predict the reactants needed to synthesize the given product. From a dataset of Full USPTO retrosynthesis dataset with 1.9M reactions from patents (1976-2016). (1) Given the product [F:1][C:2]([F:7])([F:6])[C:3]([OH:5])=[O:4].[S:22]1[CH:23]=[CH:24][N:25]=[C:21]1[N:18]1[CH2:19][CH2:20][CH:15]([NH2:14])[CH2:16][CH2:17]1, predict the reactants needed to synthesize it. The reactants are: [F:1][C:2]([F:7])([F:6])[C:3]([OH:5])=[O:4].C(OC(=O)[NH:14][CH:15]1[CH2:20][CH2:19][N:18]([C:21]2[S:22][CH:23]=[CH:24][N:25]=2)[CH2:17][CH2:16]1)(C)(C)C.C(O)C. (2) Given the product [NH2:1][C:4]1[CH:17]=[CH:16][C:15]2[O:14][C:13]3[C:8](=[CH:9][C:10]([O:18][CH3:19])=[CH:11][CH:12]=3)[C@:7]3([CH2:23][O:22][C:21]([NH:24][C:25](=[O:30])[C:26]([F:27])([F:29])[F:28])=[N:20]3)[C:6]=2[CH:5]=1, predict the reactants needed to synthesize it. The reactants are: [N:1]([C:4]1[CH:17]=[CH:16][C:15]2[O:14][C:13]3[C:8](=[CH:9][C:10]([O:18][CH3:19])=[CH:11][CH:12]=3)[C@:7]3([CH2:23][O:22][C:21]([NH:24][C:25](=[O:30])[C:26]([F:29])([F:28])[F:27])=[N:20]3)[C:6]=2[CH:5]=1)=[N+]=[N-].CC1C=C2N=C3C(=NC(NC3=O)=O)N(C[C@H](O)[C@H](O)[C@H](O)CO)C2=CC=1C. (3) Given the product [S:1]([OH:5])(=[O:4])(=[O:3])[CH3:2].[O:3]1[CH2:41][CH2:42][CH:37]=[N:38]1, predict the reactants needed to synthesize it. The reactants are: [S:1]([O-:5])(=[O:4])(=[O:3])[CH3:2].CCN(C(C)C)C(C)C.C1(P(C2C=CC=CC=2)C2C=CC=CC=2)C=CC=CC=1.[C:37]1([CH:42]=[CH:41]C=C[N:38]=1)SS[C:37]1[CH:42]=[CH:41]C=C[N:38]=1. (4) Given the product [O:9]1[C:5]2[CH:4]=[CH:3][C:2]([C:16]3[CH:17]=[CH:18][C:13]([CH:11]=[O:12])=[CH:14][CH:15]=3)=[CH:10][C:6]=2[CH:7]=[CH:8]1, predict the reactants needed to synthesize it. The reactants are: Br[C:2]1[CH:3]=[CH:4][C:5]2[O:9][CH:8]=[CH:7][C:6]=2[CH:10]=1.[CH:11]([C:13]1[CH:18]=[CH:17][C:16](B(O)O)=[CH:15][CH:14]=1)=[O:12].C([O-])([O-])=O.[K+].[K+]. (5) Given the product [CH3:28][C:21]([C:17]1[CH:18]=[CH:19][C:20]2[N:8]([C:6]3[C:5]([O:37][CH:38]4[CH2:43][CH2:42][CH2:41][CH2:40][O:39]4)=[C:4]([B:53]([OH:54])[OH:52])[CH:3]=[C:2]([CH3:1])[CH:7]=3)[C:9]3[C:14]([C:15]=2[CH:16]=1)=[CH:13][C:12]([C:29]([CH3:30])([CH2:31][C:32]([CH3:33])([CH3:35])[CH3:34])[CH3:36])=[CH:11][CH:10]=3)([CH2:23][C:24]([CH3:25])([CH3:26])[CH3:27])[CH3:22], predict the reactants needed to synthesize it. The reactants are: [CH3:1][C:2]1[CH:3]=[CH:4][C:5]([O:37][CH:38]2[CH2:43][CH2:42][CH2:41][CH2:40][O:39]2)=[C:6]([N:8]2[C:20]3[CH:19]=[CH:18][C:17]([C:21]([CH3:28])([CH2:23][C:24]([CH3:27])([CH3:26])[CH3:25])[CH3:22])=[CH:16][C:15]=3[C:14]3[C:9]2=[CH:10][CH:11]=[C:12]([C:29]([CH3:36])([CH2:31][C:32]([CH3:35])([CH3:34])[CH3:33])[CH3:30])[CH:13]=3)[CH:7]=1.[Li]CCCC.C([O:52][B:53](OC(C)C)[O:54]C(C)C)(C)C. (6) Given the product [CH3:34][N:35]([CH2:17][C:13]1[C:12]2[O:30][C:20](=[O:38])[N:21]([C@@H:22]([C:24]3[CH:29]=[CH:28][CH:27]=[CH:26][CH:25]=3)[CH3:23])[C:11]=2[C:10]2[CH:9]=[C:8]([O:31][CH3:32])[C:7]([C:6]3[C:2]([CH3:1])=[N:3][O:4][C:5]=3[CH3:33])=[CH:16][C:15]=2[N:14]=1)[CH3:36], predict the reactants needed to synthesize it. The reactants are: [CH3:1][C:2]1[C:6]([C:7]2[C:8]([O:31][CH3:32])=[CH:9][C:10]3[C:11]4[N:21]([C@@H:22]([C:24]5[CH:29]=[CH:28][CH:27]=[CH:26][CH:25]=5)[CH3:23])[C:20](=[O:30])N[C:12]=4[C:13]([CH:17]=O)=[N:14][C:15]=3[CH:16]=2)=[C:5]([CH3:33])[O:4][N:3]=1.[CH3:34][NH:35][CH3:36].[BH-](OC(C)=O)(OC(C)=O)[O:38]C(C)=O.[Na+]. (7) Given the product [NH2:1][C:2]1[N:3]=[C:4]([N:18]2[CH2:17][CH2:16][N:15]([C:19]([O:21][C:22]([CH3:25])([CH3:24])[CH3:23])=[O:20])[CH2:14][C@H:13]2[CH3:12])[C:5]([CH:9]=[O:10])=[C:6]([Cl:8])[N:7]=1, predict the reactants needed to synthesize it. The reactants are: [NH2:1][C:2]1[N:7]=[C:6]([Cl:8])[C:5]([CH:9]=[O:10])=[C:4](Cl)[N:3]=1.[CH3:12][C@H:13]1[NH:18][CH2:17][CH2:16][N:15]([C:19]([O:21][C:22]([CH3:25])([CH3:24])[CH3:23])=[O:20])[CH2:14]1.CCN(C(C)C)C(C)C. (8) The reactants are: [OH:1][CH:2]([C:4]1[C:5]([C:25]([F:28])([F:27])[F:26])=[N:6][N:7]([CH2:9][C:10]([NH:12][C:13]2[S:17][C:16]3[CH2:18][CH2:19][CH2:20][CH2:21][C:15]=3[C:14]=2[C:22]([NH2:24])=[O:23])=[O:11])[CH:8]=1)[CH3:3].CC(OI1(OC(C)=O)(OC(C)=O)OC(=O)C2C=CC=CC1=2)=O.O.O.O.O.O.S([O-])([O-])(=O)=S.[Na+].[Na+].C(=O)(O)[O-].[Na+]. Given the product [C:2]([C:4]1[C:5]([C:25]([F:26])([F:28])[F:27])=[N:6][N:7]([CH2:9][C:10]([NH:12][C:13]2[S:17][C:16]3[CH2:18][CH2:19][CH2:20][CH2:21][C:15]=3[C:14]=2[C:22]([NH2:24])=[O:23])=[O:11])[CH:8]=1)(=[O:1])[CH3:3], predict the reactants needed to synthesize it. (9) Given the product [C:14]([O:13][C:11]([N:10]1[CH:7]2[CH2:8][CH2:9][CH:3]1[CH:4]([C:18]([OH:20])=[O:19])[CH2:5][CH2:6]2)=[O:12])([CH3:17])([CH3:15])[CH3:16], predict the reactants needed to synthesize it. The reactants are: [OH-].[K+].[CH:3]12[N:10]([C:11]([O:13][C:14]([CH3:17])([CH3:16])[CH3:15])=[O:12])[CH:7]([CH2:8][CH2:9]1)[CH2:6][CH2:5][CH:4]2[C:18]([O:20]C)=[O:19].Cl.